This data is from Reaction yield outcomes from USPTO patents with 853,638 reactions. The task is: Predict the reaction yield, written as a fraction of the theoretical maximum amount of product (1.0 means a 100% yield; for example, 0.34 means a 34% yield). (1) The reactants are CC(C)(S([NH:6][CH2:7][C:8]1[N:16]2[C:11]([CH2:12][CH2:13][CH2:14][CH2:15]2)=[CH:10][C:9]=1[C:17]([O:19][CH3:20])=[O:18])=O)C.Cl.C(OCC)C.C([O-])(O)=O.[Na+]. The catalyst is ClCCl. The product is [NH2:6][CH2:7][C:8]1[N:16]2[C:11]([CH2:12][CH2:13][CH2:14][CH2:15]2)=[CH:10][C:9]=1[C:17]([O:19][CH3:20])=[O:18]. The yield is 0.940. (2) The reactants are [NH:1]1[CH2:6][CH2:5][CH:4]([CH:7]([OH:9])[CH3:8])[CH2:3][CH2:2]1.[O:10](C(OC(C)(C)C)=O)[C:11]([O:13][C:14]([CH3:17])([CH3:16])[CH3:15])=O.CCN(CC)CC. The catalyst is ClCCCl. The product is [OH:9][CH:7]([CH:4]1[CH2:5][CH2:6][N:1]([C:11]([O:13][C:14]([CH3:17])([CH3:16])[CH3:15])=[O:10])[CH2:2][CH2:3]1)[CH3:8]. The yield is 0.930. (3) The reactants are C([O:8][P:9]([O:19][C:20]1[C:21]([OH:43])=[C:22]([C:38]([O:40][CH2:41][CH3:42])=[O:39])[N:23]([C:30]2[CH:35]=[CH:34][C:33]([O:36][CH3:37])=[CH:32][CH:31]=2)[C:24]=1[C:25](=[O:29])[N:26]([CH3:28])[CH3:27])([O:11]CC1C=CC=CC=1)=[O:10])C1C=CC=CC=1. The catalyst is CO.[Pd]. The product is [CH3:28][N:26]([CH3:27])[C:25]([C:24]1[N:23]([C:30]2[CH:35]=[CH:34][C:33]([O:36][CH3:37])=[CH:32][CH:31]=2)[C:22]([C:38]([O:40][CH2:41][CH3:42])=[O:39])=[C:21]([OH:43])[C:20]=1[O:19][P:9]([OH:10])([OH:11])=[O:8])=[O:29]. The yield is 0.940. (4) The reactants are [CH3:1][O:2][C:3]([NH:5][CH:6]1[CH2:11][CH2:10][CH2:9][N:8]([CH:12]([CH3:16])[C:13]([OH:15])=O)[C:7]1=[O:17])=[O:4].CN(C(ON1N=NC2C=CC=NC1=2)=[N+](C)C)C.F[P-](F)(F)(F)(F)F.CN1CCOCC1.[CH3:49][O:50][C:51](=[O:85])[NH:52][CH:53]([C:57]([N:59]1[CH2:63][CH2:62][CH2:61][CH:60]1[C:64]1[NH:65][C:66]([C:69]2[CH:74]=[CH:73][C:72]([C:75]3[CH:80]=[CH:79][C:78]([C:81](=[O:84])[CH2:82][NH2:83])=[CH:77][CH:76]=3)=[CH:71][CH:70]=2)=[CH:67][N:68]=1)=[O:58])[CH:54]([CH3:56])[CH3:55]. The catalyst is CN(C)C=O. The product is [CH3:1][O:2][C:3](=[O:4])[NH:5][CH:6]1[CH2:11][CH2:10][CH2:9][N:8]([CH:12]([C:13](=[O:15])[NH:83][CH2:82][C:81]([C:78]2[CH:79]=[CH:80][C:75]([C:72]3[CH:71]=[CH:70][C:69]([C:66]4[NH:65][C:64]([CH:60]5[CH2:61][CH2:62][CH2:63][N:59]5[C:57](=[O:58])[CH:53]([NH:52][C:51]([O:50][CH3:49])=[O:85])[CH:54]([CH3:56])[CH3:55])=[N:68][CH:67]=4)=[CH:74][CH:73]=3)=[CH:76][CH:77]=2)=[O:84])[CH3:16])[C:7]1=[O:17]. The yield is 0.990. (5) The reactants are [H-].[Na+].Br[CH2:4][C:5]1[C:14]2[C:9](=[CH:10][CH:11]=[CH:12][CH:13]=2)[NH:8][C:7](=[O:15])[CH:6]=1.[N:16]1[CH:21]=[CH:20][C:19]([NH:22][C:23]([C:25]2[O:26][CH:27]=[CH:28][CH:29]=2)=[O:24])=[CH:18][CH:17]=1. The catalyst is CN(C=O)C. The product is [O:15]=[C:7]1[CH:6]=[C:5]([CH2:4][N:22]([C:19]2[CH:20]=[CH:21][N:16]=[CH:17][CH:18]=2)[C:23]([C:25]2[O:26][CH:27]=[CH:28][CH:29]=2)=[O:24])[C:14]2[C:9](=[CH:10][CH:11]=[CH:12][CH:13]=2)[NH:8]1. The yield is 0.950. (6) The reactants are C([O:3][C:4](=O)[CH2:5][N:6]1[CH:10]=[C:9]([C@H:11]([NH:24][C:25](=[O:37])[CH2:26][C:27]2[CH:32]=[CH:31][C:30]([C:33]([CH3:36])([CH3:35])[CH3:34])=[CH:29][CH:28]=2)[C:12]2[CH:17]=[CH:16][C:15]([O:18][CH2:19][C:20]([F:23])([F:22])[F:21])=[CH:14][N:13]=2)[N:8]=[N:7]1)C.[Li+].[BH4-].Cl.[OH-].[Na+]. The catalyst is C1COCC1. The product is [C:33]([C:30]1[CH:31]=[CH:32][C:27]([CH2:26][C:25]([NH:24][C@@H:11]([C:9]2[N:8]=[N:7][N:6]([CH2:5][CH2:4][OH:3])[CH:10]=2)[C:12]2[CH:17]=[CH:16][C:15]([O:18][CH2:19][C:20]([F:22])([F:23])[F:21])=[CH:14][N:13]=2)=[O:37])=[CH:28][CH:29]=1)([CH3:36])([CH3:34])[CH3:35]. The yield is 0.270. (7) The reactants are [Br:1][C:2]1[N:3]=[C:4]([C:9]#[C:10][Si](C)(C)C)[C:5]([NH2:8])=[N:6][CH:7]=1.[H-].[Na+].[C:17]1([CH3:27])[CH:22]=[CH:21][C:20]([S:23](Cl)(=[O:25])=[O:24])=[CH:19][CH:18]=1. The catalyst is CN(C=O)C. The product is [Br:1][C:2]1[N:3]=[C:4]2[CH:9]=[CH:10][N:8]([S:23]([C:20]3[CH:21]=[CH:22][C:17]([CH3:27])=[CH:18][CH:19]=3)(=[O:25])=[O:24])[C:5]2=[N:6][CH:7]=1. The yield is 0.520.